The task is: Predict the product of the given reaction.. This data is from Forward reaction prediction with 1.9M reactions from USPTO patents (1976-2016). (1) Given the reactants [Br:1][C:2]1[CH:7]=[CH:6][C:5]([N:8]=[C:9]=S)=[CH:4][CH:3]=1.[NH2:11][C:12]1[CH:17]=[C:16]([C:18]([F:21])([F:20])[F:19])[CH:15]=[CH:14][C:13]=1[OH:22].C(N(CC)CC)C, predict the reaction product. The product is: [Br:1][C:2]1[CH:7]=[CH:6][C:5]([NH:8][C:9]2[O:22][C:13]3[CH:14]=[CH:15][C:16]([C:18]([F:19])([F:20])[F:21])=[CH:17][C:12]=3[N:11]=2)=[CH:4][CH:3]=1. (2) Given the reactants [OH:1][CH2:2][CH2:3][CH2:4][C:5]([O-:7])=[O:6].[OH:8][CH2:9][CH2:10][C:11]([O-:13])=[O:12].C[C:15]1(C)S[C@@H]2[C@H](NC([C@H](N)C3C=CC=CC=3)=O)C(=O)N2[C@H:16]1[C:34]([OH:36])=[O:35].C1C([C@@H](O)[C@H](NC(C(Cl)Cl)=O)C[OH:47])=CC=C([N+]([O-])=O)C=1, predict the reaction product. The product is: [OH:1][CH2:2][CH2:3][CH2:4][C:5]([O-:7])=[O:6].[OH:8][CH2:9][CH2:10][C:11]([O-:13])=[O:12].[C:34]([O-:36])(=[O:35])[CH:16]([CH3:15])[OH:47].